Dataset: CYP2D6 inhibition data for predicting drug metabolism from PubChem BioAssay. Task: Regression/Classification. Given a drug SMILES string, predict its absorption, distribution, metabolism, or excretion properties. Task type varies by dataset: regression for continuous measurements (e.g., permeability, clearance, half-life) or binary classification for categorical outcomes (e.g., BBB penetration, CYP inhibition). Dataset: cyp2d6_veith. (1) The drug is CCn1c(SCC(=O)OC)nc2sc3c(c2c1=O)CCC3. The result is 0 (non-inhibitor). (2) The molecule is Cc1cn(CC[C@H](N)C(=O)O)c(=O)[nH]c1=O. The result is 0 (non-inhibitor). (3) The drug is Cc1cc2c(cc1C)-c1nnc(-c3ccc4ccccc4n3)n1C(C)(C)C2. The result is 0 (non-inhibitor). (4) The compound is O=C(COC(=O)c1cnccn1)NCc1ccccc1. The result is 0 (non-inhibitor). (5) The compound is C#C[C@]1(O)CC[C@H]2[C@H]3CCC4=Cc5oncc5C[C@]4(C)[C@@H]3CC[C@]21C. The result is 0 (non-inhibitor). (6) The drug is COc1ccc(CCn2c(=N)c(C(=O)NCc3ccco3)cc3c(=O)n4ccccc4nc32)cc1. The result is 1 (inhibitor). (7) The compound is Nc1c(S(=O)(=O)c2ccccc2)c2nc3ccccc3nc2n1Cc1ccco1. The result is 1 (inhibitor). (8) The drug is CC(C)(Oc1ccc(Cl)cc1)C(=O)Nc1ccncc1. The result is 1 (inhibitor). (9) The compound is CCOc1cc(/C=C2\N=C(C)OC2=O)cc(Br)c1OCC(=O)OC. The result is 0 (non-inhibitor).